Predict the reaction yield, written as a fraction of the theoretical maximum amount of product (1.0 means a 100% yield; for example, 0.34 means a 34% yield). From a dataset of Reaction yield outcomes from USPTO patents with 853,638 reactions. (1) The reactants are [CH:1]1([NH:4][C:5]2[N:10]=[C:9](O)[C:8]([C:12]#[N:13])=[C:7]([C:14]3[CH:19]=[CH:18][C:17]([C:20]([F:23])([F:22])[F:21])=[CH:16][CH:15]=3)[N:6]=2)[CH2:3][CH2:2]1.P(Cl)(Cl)([Cl:26])=O. The catalyst is O1CCOCC1.CN(C=O)C. The product is [Cl:26][C:9]1[C:8]([C:12]#[N:13])=[C:7]([C:14]2[CH:19]=[CH:18][C:17]([C:20]([F:23])([F:22])[F:21])=[CH:16][CH:15]=2)[N:6]=[C:5]([NH:4][CH:1]2[CH2:3][CH2:2]2)[N:10]=1. The yield is 0.560. (2) The reactants are C[O:2][C:3](=[O:22])[C:4]1[CH:9]=[CH:8][C:7]([CH2:10][O:11][C:12]2[CH:17]=[C:16]([N+:18]([O-:20])=[O:19])[CH:15]=[C:14]([Cl:21])[CH:13]=2)=[CH:6][CH:5]=1.[OH-].[Na+]. The catalyst is CO. The product is [Cl:21][C:14]1[CH:13]=[C:12]([CH:17]=[C:16]([N+:18]([O-:20])=[O:19])[CH:15]=1)[O:11][CH2:10][C:7]1[CH:6]=[CH:5][C:4]([C:3]([OH:22])=[O:2])=[CH:9][CH:8]=1. The yield is 0.620. (3) The reactants are [NH2:1][C:2]1[CH:3]=[CH:4][C:5]2[O:10][CH2:9][C:8](=[O:11])[NH:7][C:6]=2[CH:12]=1.[C:13]([Si:17]([CH3:25])([CH3:24])[O:18][CH2:19][CH2:20][C@@H:21]1[CH2:23][O:22]1)([CH3:16])([CH3:15])[CH3:14]. The catalyst is CCO.O. The product is [C:13]([Si:17]([CH3:25])([CH3:24])[O:18][CH2:19][CH2:20][C@@H:21]([OH:22])[CH2:23][NH:1][C:2]1[CH:3]=[CH:4][C:5]2[O:10][CH2:9][C:8](=[O:11])[NH:7][C:6]=2[CH:12]=1)([CH3:14])([CH3:16])[CH3:15]. The yield is 0.400. (4) The reactants are Br[C:2]1[CH:7]=[CH:6][C:5]2[C:8]3([CH2:23][O:24][C:4]=2[CH:3]=1)[C:16]1[C:11](=[CH:12][CH:13]=[CH:14][CH:15]=1)[N:10]([CH2:17][CH2:18][CH2:19][CH2:20][CH3:21])[C:9]3=[O:22]. The catalyst is CO.C(OCC)(=O)C.[Pd]. The product is [CH2:17]([N:10]1[C:11]2[C:16](=[CH:15][CH:14]=[CH:13][CH:12]=2)[C:8]2([C:5]3[CH:6]=[CH:7][CH:2]=[CH:3][C:4]=3[O:24][CH2:23]2)[C:9]1=[O:22])[CH2:18][CH2:19][CH2:20][CH3:21]. The yield is 0.970.